This data is from Catalyst prediction with 721,799 reactions and 888 catalyst types from USPTO. The task is: Predict which catalyst facilitates the given reaction. (1) Reactant: [Br:1][C:2]1[C:8]([Cl:9])=[CH:7][C:5]([NH2:6])=[C:4]([N+:10]([O-])=O)[CH:3]=1.O.O.[Sn](Cl)Cl.O.C(=O)([O-])O.[Na+]. Product: [Br:1][C:2]1[CH:3]=[C:4]([NH2:10])[C:5]([NH2:6])=[CH:7][C:8]=1[Cl:9]. The catalyst class is: 8. (2) Product: [N:9]1[CH:8]=[C:2]([C:3]([O:5][CH2:6][CH3:7])=[O:4])[N:11]2[C:10]=1[CH:15]=[CH:14][CH:13]=[N:12]2. Reactant: Br[CH:2]([CH:8](N(C)C)[NH:9][C:10]1[N:11]=[N:12][CH:13]=[CH:14][CH:15]=1)[C:3]([O:5][CH2:6][CH3:7])=[O:4].C(N(CC)C(C)C)(C)C. The catalyst class is: 10. (3) Reactant: [CH2:1]([C:3]1[CH:4]=[C:5]([C:22]([O:24]C)=[O:23])[C:6](=[O:21])[NH:7][C:8]=1[C:9]1[CH:14]=[CH:13][C:12]([N:15]2[CH2:19][CH2:18][CH:17](O)[CH2:16]2)=[CH:11][CH:10]=1)[CH3:2].CCN(CC)CC.[N-:33]=[N+:34]=[N-:35].[Na+].[Li+].[OH-].Cl. Product: [N:33]([CH:17]1[CH2:18][CH2:19][N:15]([C:12]2[CH:13]=[CH:14][C:9]([C:8]3[NH:7][C:6](=[O:21])[C:5]([C:22]([OH:24])=[O:23])=[CH:4][C:3]=3[CH2:1][CH3:2])=[CH:10][CH:11]=2)[CH2:16]1)=[N+:34]=[N-:35]. The catalyst class is: 34. (4) Reactant: [CH3:1][N:2]([C@@H:10]([CH3:46])[C:11]([NH:13][C@H:14]1[C@H:20]([CH3:21])[N:19]([C:22](=[O:28])[CH2:23][S:24]([CH3:27])(=[O:26])=[O:25])[C:18]2[CH:29]=[CH:30][CH:31]=[CH:32][C:17]=2[N:16]([CH2:33][C:34]2[C:43]3[C:38](=[CH:39][CH:40]=[CH:41][CH:42]=3)[N:37]=[CH:36][C:35]=2[CH3:44])[C:15]1=[O:45])=[O:12])C(=O)OC(C)(C)C.[ClH:47]. Product: [ClH:47].[CH3:21][C@@H:20]1[N:19]([C:22](=[O:28])[CH2:23][S:24]([CH3:27])(=[O:26])=[O:25])[C:18]2[CH:29]=[CH:30][CH:31]=[CH:32][C:17]=2[N:16]([CH2:33][C:34]2[C:43]3[C:38](=[CH:39][CH:40]=[CH:41][CH:42]=3)[N:37]=[CH:36][C:35]=2[CH3:44])[C:15](=[O:45])[C@H:14]1[NH:13][C:11](=[O:12])[C@@H:10]([NH:2][CH3:1])[CH3:46]. The catalyst class is: 440.